Dataset: Forward reaction prediction with 1.9M reactions from USPTO patents (1976-2016). Task: Predict the product of the given reaction. (1) The product is: [NH:24]1[CH:25]=[CH:29][N:27]=[C:26]1[CH2:48][NH:47][C:18]([C:15]1([CH2:21][OH:22])[CH2:14][CH2:13][N:12]([C:10](=[O:11])[CH2:9][NH:8][C:6](=[O:7])[O:5][C:1]([CH3:4])([CH3:3])[CH3:2])[CH2:17][CH2:16]1)=[O:20]. Given the reactants [C:1]([O:5][C:6]([NH:8][CH2:9][C:10]([N:12]1[CH2:17][CH2:16][C:15]([CH2:21][OH:22])([C:18]([OH:20])=O)[CH2:14][CH2:13]1)=[O:11])=[O:7])([CH3:4])([CH3:3])[CH3:2].C[N:24]([C:26](ON1N=NC2C=CC=CC1=2)=[N+:27]([CH3:29])C)[CH3:25].F[P-](F)(F)(F)(F)F.[NH:47]1C=CN=[C:48]1NC.CCN(C(C)C)C(C)C, predict the reaction product. (2) Given the reactants [CH:1]1([N:7]([C@H:19]2[CH2:24][CH2:23][C@H:22]([CH3:25])[CH2:21][CH2:20]2)[C:8]([NH:10][C:11]2[S:12][C:13]([S:16]C#N)=[CH:14][N:15]=2)=[O:9])[CH2:6][CH2:5][CH2:4][CH2:3][CH2:2]1.SC[C@@H]([C@@H](CS)O)O.[CH3:34][CH2:35][N:36]([CH2:39][CH2:40]Cl)[CH2:37][CH3:38], predict the reaction product. The product is: [CH:1]1([N:7]([C@H:19]2[CH2:20][CH2:21][C@H:22]([CH3:25])[CH2:23][CH2:24]2)[C:8]([NH:10][C:11]2[S:12][C:13]([S:16][CH2:34][CH2:35][N:36]([CH2:39][CH3:40])[CH2:37][CH3:38])=[CH:14][N:15]=2)=[O:9])[CH2:2][CH2:3][CH2:4][CH2:5][CH2:6]1.